Dataset: Forward reaction prediction with 1.9M reactions from USPTO patents (1976-2016). Task: Predict the product of the given reaction. Given the reactants [Cl:1][C:2]1[CH:7]=[CH:6][C:5]([C:8](=[O:10])[CH3:9])=[C:4]([OH:11])[CH:3]=1.[CH3:12][C:13]1[CH:14]=[C:15]([CH:18]=[C:19]([CH3:22])[C:20]=1[OH:21])[CH:16]=O, predict the reaction product. The product is: [OH:11][C:4]1[CH:3]=[C:2]([Cl:1])[CH:7]=[CH:6][C:5]=1[C:8](=[O:10])[CH:9]=[CH:16][C:15]1[CH:18]=[C:19]([CH3:22])[C:20]([OH:21])=[C:13]([CH3:12])[CH:14]=1.